Dataset: Full USPTO retrosynthesis dataset with 1.9M reactions from patents (1976-2016). Task: Predict the reactants needed to synthesize the given product. (1) Given the product [ClH:33].[C:1]([C:5]1[CH:32]=[CH:31][CH:30]=[CH:29][C:6]=1[O:7][CH2:8][CH2:9][N:10]([CH3:28])[C:11]([C:13]1[C:14]2[CH2:20][NH:19][CH2:18][C:15]=2[NH:16][N:17]=1)=[O:12])([CH3:4])([CH3:2])[CH3:3], predict the reactants needed to synthesize it. The reactants are: [C:1]([C:5]1[CH:32]=[CH:31][CH:30]=[CH:29][C:6]=1[O:7][CH2:8][CH2:9][N:10]([CH3:28])[C:11]([C:13]1[C:14]2[CH2:20][N:19](C(OC(C)(C)C)=O)[CH2:18][C:15]=2[NH:16][N:17]=1)=[O:12])([CH3:4])([CH3:3])[CH3:2].[ClH:33]. (2) Given the product [C:21]([O:25][C@@H:26]([C:31]1[C:32]([C:3]2[CH:4]=[C:5]3[C:10](=[CH:11][C:2]=2[F:1])[O:9][CH2:8][CH2:7][CH2:6]3)=[C:33]2[CH:40]=[CH:39][N:38]([CH2:41][C:42]3[CH:47]=[CH:46][C:45]([F:48])=[C:44]([F:49])[CH:43]=3)[C:34]2=[N:35][C:36]=1[CH3:37])[C:27]([OH:29])=[O:28])([CH3:24])([CH3:22])[CH3:23], predict the reactants needed to synthesize it. The reactants are: [F:1][C:2]1[CH:11]=[C:10]2[C:5]([CH2:6][CH2:7][CH2:8][O:9]2)=[CH:4][C:3]=1B1OC(C)(C)C(C)(C)O1.[C:21]([O:25][C@@H:26]([C:31]1[C:32](I)=[C:33]2[CH:40]=[CH:39][N:38]([CH2:41][C:42]3[CH:47]=[CH:46][C:45]([F:48])=[C:44]([F:49])[CH:43]=3)[C:34]2=[N:35][C:36]=1[CH3:37])[C:27]([O:29]C)=[O:28])([CH3:24])([CH3:23])[CH3:22]. (3) Given the product [Br:1][C:2]1[CH:3]=[C:4]([C:8]2([OH:15])[CH2:9][CH2:10][CH2:11][CH2:12][CH2:13][CH:14]2[N:16]2[CH:20]=[N:19][CH:18]=[N:17]2)[CH:5]=[CH:6][CH:7]=1, predict the reactants needed to synthesize it. The reactants are: [Br:1][C:2]1[CH:3]=[C:4]([C:8]23[O:15][CH:14]2[CH2:13][CH2:12][CH2:11][CH2:10][CH2:9]3)[CH:5]=[CH:6][CH:7]=1.[NH:16]1[CH:20]=[N:19][CH:18]=[N:17]1. (4) Given the product [CH:3]1([C:6]2[CH:11]=[C:10]([CH2:12][N:13]3[CH2:16][C:15]4([CH2:20][C:19]([N:21]5[CH2:26][CH2:25][C:24]([CH2:32][CH3:33])([C:27]([OH:29])=[O:28])[CH2:23][CH2:22]5)=[N:18][O:17]4)[CH2:14]3)[CH:9]=[C:8]([O:34][CH2:35][CH2:36][CH3:37])[C:7]=2[C:38]2[CH:43]=[CH:42][CH:41]=[CH:40][C:39]=2[F:44])[CH2:4][CH2:5]1, predict the reactants needed to synthesize it. The reactants are: [OH-].[Na+].[CH:3]1([C:6]2[CH:11]=[C:10]([CH2:12][N:13]3[CH2:16][C:15]4([CH2:20][C:19]([N:21]5[CH2:26][CH2:25][C:24]([CH2:32][CH3:33])([C:27]([O:29]CC)=[O:28])[CH2:23][CH2:22]5)=[N:18][O:17]4)[CH2:14]3)[CH:9]=[C:8]([O:34][CH2:35][CH2:36][CH3:37])[C:7]=2[C:38]2[CH:43]=[CH:42][CH:41]=[CH:40][C:39]=2[F:44])[CH2:5][CH2:4]1.C(O)C. (5) Given the product [CH2:17]([NH:24][C:7]1[C:2]([Br:1])=[C:3]([C:12]2[O:13][CH:14]=[CH:15][CH:16]=2)[N:4]=[C:5]([NH2:11])[N:6]=1)[C:18]1[CH:23]=[CH:22][CH:21]=[CH:20][CH:19]=1, predict the reactants needed to synthesize it. The reactants are: [Br:1][C:2]1[C:3]([C:12]2[O:13][CH:14]=[CH:15][CH:16]=2)=[N:4][C:5]([NH2:11])=[N:6][C:7]=1S(C)=O.[CH2:17]([NH2:24])[C:18]1[CH:23]=[CH:22][CH:21]=[CH:20][CH:19]=1. (6) Given the product [Br:1][C:2]1[S:3][CH:4]=[C:5]([C:7]([NH:8][C:9]2[CH:10]=[N:11][N:12]([CH3:30])[C:13]=2[C@H:14]2[O:21][CH2:19][C@H:18]([F:40])[C@H:17]([NH:22][C:23](=[O:24])[O:25][C:26]([CH3:29])([CH3:28])[CH3:27])[CH2:16][CH2:15]2)=[O:31])[N:6]=1, predict the reactants needed to synthesize it. The reactants are: [Br:1][C:2]1[S:3][C:4](NC(=O)OC(C)(C)C)=[C:5]([C:7](=[O:31])[NH:8][C:9]2[CH:10]=[N:11][N:12]([CH3:30])[C:13]=2[C:14]23[O:21][CH:18]([CH2:19]C2)[CH:17]([NH:22][C:23]([O:25][C:26]([CH3:29])([CH3:28])[CH3:27])=[O:24])[CH2:16][CH2:15]3)[N:6]=1.[F:40][C@@H]1[C@H](NC(=O)OC(C)(C)C)CC[C@@H](C2N(C)N=CC=2[N+]([O-])=O)OC1.BrC1SC=C(C(O)=O)N=1. (7) Given the product [CH2:25]([O:24][C:22]([C:21]1[C:20]2([C:18]([O:17][CH2:15][CH3:16])=[O:19])[N:46]([CH2:47][CH2:48][C:49]3[C:57]4[C:52](=[CH:53][CH:54]=[CH:55][CH:56]=4)[NH:51][C:50]=32)[CH:7]=[C:6]([C:5](=[O:14])[C:4]2[CH:3]=[C:2]([Br:1])[CH:11]=[CH:10][C:9]=2[OH:8])[CH:12]=1)=[O:23])[CH3:26], predict the reactants needed to synthesize it. The reactants are: [Br:1][C:2]1[CH:3]=[C:4]2[C:9](=[CH:10][CH:11]=1)[O:8][CH:7]=[C:6]([CH:12]=O)[C:5]2=[O:14].[CH2:15]([O:17][C:18]([C:20]#[C:21][C:22]([O:24][CH2:25][CH3:26])=[O:23])=[O:19])[CH3:16].C1(P(C2C=CC=CC=2)C2C=CC=CC=2)C=CC=CC=1.[NH2:46][CH2:47][CH2:48][C:49]1[C:57]2[C:52](=[CH:53][CH:54]=[CH:55][CH:56]=2)[NH:51][CH:50]=1. (8) Given the product [ClH:20].[CH2:1]([O:8][C:9]1[CH:16]=[C:13]([NH:14][CH3:15])[C:12]([NH2:17])=[CH:11][CH:10]=1)[C:2]1[CH:3]=[CH:4][CH:5]=[CH:6][CH:7]=1, predict the reactants needed to synthesize it. The reactants are: [CH2:1]([O:8][C:9]1[CH:10]=[CH:11][C:12]([N+:17]([O-])=O)=[C:13]([CH:16]=1)[NH:14][CH3:15])[C:2]1[CH:7]=[CH:6][CH:5]=[CH:4][CH:3]=1.[ClH:20]. (9) Given the product [C:16]([C:15]1[CH:14]=[CH:13][C:12]([C:7]2[C:6]3[CH2:5][CH2:4][CH2:3][CH:2]([NH:1][C:21](=[O:22])[O:23][CH2:24][CH3:25])[C:11]=3[CH:10]=[N:9][CH:8]=2)=[CH:19][CH:18]=1)#[N:17], predict the reactants needed to synthesize it. The reactants are: [NH2:1][CH:2]1[C:11]2[CH:10]=[N:9][CH:8]=[C:7]([C:12]3[CH:19]=[CH:18][C:15]([C:16]#[N:17])=[CH:14][CH:13]=3)[C:6]=2[CH2:5][CH2:4][CH2:3]1.Cl[C:21]([O:23][CH2:24][CH3:25])=[O:22]. (10) Given the product [F:32][C:33]1[CH:60]=[CH:59][CH:58]=[C:57]([F:61])[C:34]=1[C:35]([NH:37][C:38]1[S:39][C:40]([C:47]2[CH:52]=[CH:51][CH:50]=[C:49]([C:53]([F:56])([F:54])[F:55])[CH:48]=2)=[C:41]([CH:43]([OH:46])[CH3:44])[N:42]=1)=[O:36], predict the reactants needed to synthesize it. The reactants are: FC1C=CC=C(F)C=1C(NC1SC(C2C=CC=C(C(F)(F)F)C=2)=C(C=O)N=1)=O.C[Mg+].[Br-].[F:32][C:33]1[CH:60]=[CH:59][CH:58]=[C:57]([F:61])[C:34]=1[C:35]([NH:37][C:38]1[S:39][C:40]([C:47]2[CH:52]=[CH:51][CH:50]=[C:49]([C:53]([F:56])([F:55])[F:54])[CH:48]=2)=[C:41]([C:43]([OH:46])(C)[CH3:44])[N:42]=1)=[O:36].